Dataset: Full USPTO retrosynthesis dataset with 1.9M reactions from patents (1976-2016). Task: Predict the reactants needed to synthesize the given product. (1) Given the product [CH:20]([C:22]1[CH:27]=[CH:26][CH:25]=[CH:24][C:23]=1[C:2]1[CH:3]=[CH:4][C:5]([C:8]([NH:10][CH2:11][CH2:12][C:13]([O:15][C:16]([CH3:19])([CH3:18])[CH3:17])=[O:14])=[O:9])=[N:6][CH:7]=1)=[O:21], predict the reactants needed to synthesize it. The reactants are: Br[C:2]1[CH:3]=[CH:4][C:5]([C:8]([NH:10][CH2:11][CH2:12][C:13]([O:15][C:16]([CH3:19])([CH3:18])[CH3:17])=[O:14])=[O:9])=[N:6][CH:7]=1.[CH:20]([C:22]1[CH:27]=[CH:26][CH:25]=[CH:24][C:23]=1B(O)O)=[O:21].C([O-])([O-])=O.[K+].[K+].O. (2) Given the product [CH3:12][O:13][C:14](=[O:33])[CH2:15][C:16]1[C:25]([CH:26]=[CH2:27])=[C:24]([O:28][C:29](=[O:31])[CH3:30])[C:23]2[C:18](=[CH:19][CH:20]=[C:21]([F:32])[CH:22]=2)[CH:17]=1, predict the reactants needed to synthesize it. The reactants are: [Cl-].[Cl-].[Cl-].[In+3].C([SiH](CC)CC)C.[CH3:12][O:13][C:14](=[O:33])[CH2:15][C:16]1[C:25]([C:26]#[CH:27])=[C:24]([O:28][C:29](=[O:31])[CH3:30])[C:23]2[C:18](=[CH:19][CH:20]=[C:21]([F:32])[CH:22]=2)[CH:17]=1.C(B(CC)CC)C. (3) Given the product [CH3:37][S:38]([O:1][C:2]1[CH:3]=[CH:4][C:5]([O:6][CH2:7][CH2:8][CH2:9][C:10]2[CH:27]=[CH:26][C:13]([O:14][CH2:15][C:16]3[CH:25]=[CH:24][CH:23]=[CH:22][C:17]=3[C:18]([O:20][CH3:21])=[O:19])=[CH:12][CH:11]=2)=[CH:28][CH:29]=1)(=[O:40])=[O:39], predict the reactants needed to synthesize it. The reactants are: [OH:1][C:2]1[CH:29]=[CH:28][C:5]([O:6][CH2:7][CH2:8][CH2:9][C:10]2[CH:27]=[CH:26][C:13]([O:14][CH2:15][C:16]3[CH:25]=[CH:24][CH:23]=[CH:22][C:17]=3[C:18]([O:20][CH3:21])=[O:19])=[CH:12][CH:11]=2)=[CH:4][CH:3]=1.C(N(CC)CC)C.[CH3:37][S:38](Cl)(=[O:40])=[O:39].